This data is from Catalyst prediction with 721,799 reactions and 888 catalyst types from USPTO. The task is: Predict which catalyst facilitates the given reaction. (1) Reactant: Cl[CH:2]([C:14]1[CH:19]=[CH:18][CH:17]=[CH:16][CH:15]=1)[C:3]([C:5]1[C:13]2[C:8](=[CH:9][CH:10]=[CH:11][CH:12]=2)[NH:7][CH:6]=1)=[O:4].C[O:21][C:22]1[CH:27]=[C:26]([NH2:28])[CH:25]=[CH:24][N:23]=1.CCN(C(C)C)C(C)C. Product: [OH:21][C:22]1[CH:27]=[C:26]([NH:28][CH:2]([C:14]2[CH:19]=[CH:18][CH:17]=[CH:16][CH:15]=2)[C:3]([C:5]2[C:13]3[C:8](=[CH:9][CH:10]=[CH:11][CH:12]=3)[NH:7][CH:6]=2)=[O:4])[CH:25]=[CH:24][N:23]=1. The catalyst class is: 10. (2) Reactant: Cl.[Cl:2][C:3]1[N:8]=[N:7][C:6]2[CH2:9][NH:10][CH2:11][CH2:12][C:5]=2[CH:4]=1.Cl[CH:14]1[CH2:19][N:18]([CH:20]2[CH2:23][CH2:22][CH2:21]2)[CH2:17][CH2:16][NH:15]1.[C:24](N)(=[O:26])[CH3:25].C([O-])([O-])=O.[K+].[K+].[Na+].[I-]. The catalyst class is: 47. Product: [CH:20]1([N:18]2[CH2:17][CH2:16][N:15]([C:24](=[O:26])[CH2:25][N:10]3[CH2:11][CH2:12][C:5]4[CH:4]=[C:3]([Cl:2])[N:8]=[N:7][C:6]=4[CH2:9]3)[CH2:14][CH2:19]2)[CH2:23][CH2:22][CH2:21]1. (3) Reactant: [CH3:1][C:2]1([C:6]2[CH:12]=[CH:11][C:9]([NH2:10])=[CH:8][CH:7]=2)[CH2:5][CH2:4][CH2:3]1.[N+:13]([O-:16])([O-])=[O:14].[NH4+].[F:18][C:19]([F:30])([F:29])[C:20](O[C:20](=[O:21])[C:19]([F:30])([F:29])[F:18])=[O:21].C(Cl)(Cl)Cl. Product: [F:18][C:19]([F:30])([F:29])[C:20]([NH:10][C:9]1[CH:8]=[CH:7][C:6]([C:2]2([CH3:1])[CH2:5][CH2:4][CH2:3]2)=[CH:12][C:11]=1[N+:13]([O-:16])=[O:14])=[O:21]. The catalyst class is: 6.